From a dataset of Experimentally validated miRNA-target interactions with 360,000+ pairs, plus equal number of negative samples. Binary Classification. Given a miRNA mature sequence and a target amino acid sequence, predict their likelihood of interaction. (1) The miRNA is hsa-miR-6748-3p with sequence UCCUGUCCCUGUCUCCUACAG. The protein sequence of the target gene is MERQSRVMSEKDEYQFQHQGAVELLVFNFLLILTILTIWLFKNHRFRFLHETGGAMVYGLIMGLILRYATAPTDIESGTVYDCVKLTFSPSTLLVNITDQVYEYKYKREISQHNINPHQGNAILEKMTFDPEIFFNVLLPPIIFHAGYSLKKRHFFQNLGSILTYAFLGTAISCIVIGLIMYGFVKAMIHAGQLKNGDFHFTDCLFFGSLMSATDPVTVLAIFHELHVDPDLYTLLFGESVLNDAVAIVLTYSISIYSPKENPNAFDAAAFFQSVGNFLGIFAGSFAMGSAYAIITALLT.... Result: 0 (no interaction). (2) The miRNA is hsa-miR-6805-5p with sequence UAGGGGGCGGCUUGUGGAGUGU. The protein sequence of the target gene is MRSGCVVVHVWILAGLWLAVAGRPLAFSDAGPHVHYGWGDPIRLRHLYTSGPHGLSSCFLRIRADGVVDCARGQSAHSLLEIKAVALRTVAIKGVHSVRYLCMGADGKMQGLLQYSEEDCAFEEEIRPDGYNVYRSEKHRLPVSLSSAKQRQLYKNRGFLPLSHFLPMLPMVPEEPEDLRGHLESDMFSSPLETDSMDPFGLVTGLEAVRSPSFEK. Result: 0 (no interaction). (3) The miRNA is mmu-miR-187-3p with sequence UCGUGUCUUGUGUUGCAGCCGG. The protein sequence of the target gene is MDSVEKGAATSVSNPRGRPSRGRPPKLQRNSRGGQGRGVEKPPHLAALILARGGSKGIPLKNIKHLAGVPLIGWVLRAALDSGAFQSVWVSTDHDEIENVAKQFGAQVHRRSSEVSKDSSTSLDAIIEFLNYHNEVDIVGNIQATSPCLHPTDLQKVAEMIREEGYDSVFSVVRRHQFRWSEIQKGVREVTEPLNLNPAKRPRRQDWDGELYENGSFYFAKRHLIEMGYLQGGKMAYYEMRAEHSVDIDVDIDWPIAEQRVLRYGYFGKEKLKEIKLLVCNIDGCLTNGHIYVSGDQKEI.... Result: 0 (no interaction). (4) The miRNA is hsa-miR-4786-3p with sequence UGAAGCCAGCUCUGGUCUGGGC. The protein sequence of the target gene is MASVQASRRQWCYLCDLPKMPWAMVWDFSEAVCRGCVNFEGADRIELLIDAARQLKRSHVLPEGRSPGPPALKHPATKDLAAAAAQGPQLPPPQAQPQPSGTGGGVSGQDRYDRATSSGRLPLPSPALEYTLGSRLANGLGREEAVAEGARRALLGSMPGLMPPGLLAAAVSGLGSRGLTLAPGLSPARPLFGSDFEKEKQQRNADCLAELNEAMRGRAEEWHGRPKAVREQLLALSACAPFNVRFKKDHGLVGRVFAFDATARPPGYEFELKLFTEYPCGSGNVYAGVLAVARQMFHDA.... Result: 0 (no interaction). (5) The miRNA is hsa-miR-1237-3p with sequence UCCUUCUGCUCCGUCCCCCAG. The protein sequence of the target gene is MSEVEAAAGATAVPAATVPATAAGVVAVVVPVPAGEPQKGGGAGGGGGAASGPAAGTPSAPGSRTPGNPATAVSGTPAPPARSQADKPVLAIQVLGTVKWFNVRNGYGFINRNDTKEDVFVHQTAIKRNNPRKFLRSVGDGETVEFDVVEGEKGAEATNVTGPGGVPVKGSRYAPNRRKSRRFIPRPPSVAPPPMVAEIPSAGTGPGSKGERAEDSGQRPRRWCPPPFFYRRRFVRGPRPPNQQQPIEGTDRVEPKETAPLEGHQQQGDERVPPPRFRPRYRRPFRPRPRQQPTTEGGDG.... Result: 0 (no interaction). (6) The miRNA is mmu-miR-3106-5p with sequence UGGCUCAUUUAGAAGCAGCCA. The protein sequence of the target gene is MSGCVLLSRGATAAAAAARASRVLREFTARRRPLHTSLQSCSFAKELFLGNIEQKGVFPFPEVSQHELSEINQFVGPLEKFFTEEVDSRKIDQEGKIPVDTLEKLKSLGLFGIQVPEEYGGLGLSNTMYARLGEIISLDASITVTLAAHQAIGLKGIILVGNEEQKAKYLPKLSSGEHIAAFCLTEPASGSDAASIQTRATLSEDKKYFILNGSKVWITNGGLANIFTVFAKTEVVDSDGSKTDKMTAFIVERDFGGITNGKPEDKLGIRGSNTCEVHFENTRVPVENVLGEVGGGFKVA.... Result: 0 (no interaction).